From a dataset of Reaction yield outcomes from USPTO patents with 853,638 reactions. Predict the reaction yield, written as a fraction of the theoretical maximum amount of product (1.0 means a 100% yield; for example, 0.34 means a 34% yield). (1) The reactants are [Na+].[Cl:2][C:3]1[CH:4]=[C:5]([NH:17][C:18]2[C:27]3[C:22](=[CH:23][CH:24]=[CH:25][C:26]=3[O:28][CH2:29][C:30]([O-:32])=O)[N:21]=[CH:20][N:19]=2)[CH:6]=[CH:7][C:8]=1[O:9][CH2:10][C:11]1[CH:16]=[CH:15][CH:14]=[CH:13][N:12]=1.CN(C(O[N:41]1N=N[C:43]2[CH:44]=CC=N[C:42]1=2)=[N+](C)C)C.F[P-](F)(F)(F)(F)F.CCN(C(C)C)C(C)C.C(N)C=C. No catalyst specified. The product is [CH2:42]([NH:41][C:30](=[O:32])[CH2:29][O:28][C:26]1[CH:25]=[CH:24][CH:23]=[C:22]2[C:27]=1[C:18]([NH:17][C:5]1[CH:6]=[CH:7][C:8]([O:9][CH2:10][C:11]3[CH:16]=[CH:15][CH:14]=[CH:13][N:12]=3)=[C:3]([Cl:2])[CH:4]=1)=[N:19][CH:20]=[N:21]2)[CH:43]=[CH2:44]. The yield is 0.0500. (2) The reactants are [F:1][C:2]1[CH:3]=[N:4][C:5]([NH:8][C:9]2[S:10][C:11]3[CH2:17][CH2:16][N:15]([CH2:18][C:19]4[O:23][N:22]=[C:21]([CH3:24])[N:20]=4)[C:14]4=[N:25][N:26](CC5C=CC(OC)=CC=5)[CH:27]=[C:13]4[C:12]=3[N:37]=2)=[N:6][CH:7]=1. The catalyst is C(O)(C(F)(F)F)=O.CCOC(C)=O. The product is [F:1][C:2]1[CH:3]=[N:4][C:5]([NH:8][C:9]2[S:10][C:11]3[CH2:17][CH2:16][N:15]([CH2:18][C:19]4[O:23][N:22]=[C:21]([CH3:24])[N:20]=4)[C:14]4=[N:25][NH:26][CH:27]=[C:13]4[C:12]=3[N:37]=2)=[N:6][CH:7]=1. The yield is 0.430.